Dataset: Forward reaction prediction with 1.9M reactions from USPTO patents (1976-2016). Task: Predict the product of the given reaction. (1) The product is: [NH2:10][C:9]1[N:5]([C:2]([CH3:3])([CH3:4])[CH3:1])[N:6]=[C:7]([CH3:28])[C:8]=1[C:11]1[C:12]([O:26][CH3:27])=[C:13]([OH:18])[CH:14]=[C:15]([F:17])[CH:16]=1. Given the reactants [CH3:1][C:2]([N:5]1[C:9]([NH2:10])=[C:8]([C:11]2[CH:16]=[C:15]([F:17])[CH:14]=[C:13]([O:18]CC3C=CC=CC=3)[C:12]=2[O:26][CH3:27])[C:7]([CH3:28])=[N:6]1)([CH3:4])[CH3:3].OCC1(OC[C@@H](O)[C@@H](O)[C@H]1O)O, predict the reaction product. (2) Given the reactants [F:1][C:2]([F:17])([F:16])[C:3]1[CH:8]=[CH:7][C:6]([CH2:9][C@@H:10]([CH2:14][CH3:15])[C:11]([OH:13])=O)=[CH:5][CH:4]=1.CN(C(ON1N=NC2C=CC=NC1=2)=[N+](C)C)C.F[P-](F)(F)(F)(F)F.CN(C)CC.Cl.[NH2:48][CH2:49][C@@:50]1([CH:57]2[CH2:59][CH2:58]2)[NH:54][C:53](=[O:55])[NH:52][C:51]1=[O:56], predict the reaction product. The product is: [CH:57]1([C@@:50]2([CH2:49][NH:48][C:11](=[O:13])[C@@H:10]([CH2:9][C:6]3[CH:5]=[CH:4][C:3]([C:2]([F:1])([F:17])[F:16])=[CH:8][CH:7]=3)[CH2:14][CH3:15])[C:51](=[O:56])[NH:52][C:53](=[O:55])[NH:54]2)[CH2:59][CH2:58]1. (3) Given the reactants [Cl:1][C:2]1[CH:3]=[C:4]([C:9]2([C:24]([F:27])([F:26])[F:25])[O:13][N:12]=[C:11]([C:14]3[O:18][C:17]([CH3:19])=[C:16]([C:20]([O:22]C)=[O:21])[CH:15]=3)[CH2:10]2)[CH:5]=[C:6]([Cl:8])[CH:7]=1.Cl, predict the reaction product. The product is: [Cl:8][C:6]1[CH:5]=[C:4]([C:9]2([C:24]([F:25])([F:27])[F:26])[O:13][N:12]=[C:11]([C:14]3[O:18][C:17]([CH3:19])=[C:16]([C:20]([OH:22])=[O:21])[CH:15]=3)[CH2:10]2)[CH:3]=[C:2]([Cl:1])[CH:7]=1. (4) Given the reactants Br[C:2]1[CH:11]=[CH:10][C:5]([C:6]([O:8]C)=[O:7])=[C:4]([NH:12][C:13]2[CH:18]=[CH:17][C:16]([F:19])=[CH:15][CH:14]=2)[CH:3]=1.[CH3:20][S:21]([C:24]1[CH:29]=[CH:28][C:27](B(O)O)=[CH:26][CH:25]=1)(=[O:23])=[O:22].C(=O)([O-])[O-].[Na+].[Na+], predict the reaction product. The product is: [F:19][C:16]1[CH:17]=[CH:18][C:13]([NH:12][C:4]2[CH:3]=[C:2]([C:27]3[CH:28]=[CH:29][C:24]([S:21]([CH3:20])(=[O:23])=[O:22])=[CH:25][CH:26]=3)[CH:11]=[CH:10][C:5]=2[C:6]([OH:8])=[O:7])=[CH:14][CH:15]=1.